Dataset: Forward reaction prediction with 1.9M reactions from USPTO patents (1976-2016). Task: Predict the product of the given reaction. (1) Given the reactants Br[C:2]1[CH:8]=[C:7]([Cl:9])[CH:6]=[C:5]([Br:10])[C:3]=1[NH2:4].C([Li])CCC.CCCCCC.[CH:22](=[O:24])[CH3:23].Cl, predict the reaction product. The product is: [NH2:4][C:3]1[C:5]([Br:10])=[CH:6][C:7]([Cl:9])=[CH:8][C:2]=1[CH:22]([OH:24])[CH3:23]. (2) Given the reactants Br[C:2]1[C:3]([F:25])=[CH:4][C:5]2[O:14][CH2:13][CH2:12][N:11]3[C:7](=[N:8][C:9]([C:15]4[N:16]([CH:21]([CH3:23])[CH3:22])[N:17]=[C:18]([CH3:20])[N:19]=4)=[CH:10]3)[C:6]=2[CH:24]=1.[CH:26]([N:29]1[CH2:34][CH2:33][CH:32]([SH:35])[CH2:31][CH2:30]1)([CH3:28])[CH3:27].CC1(C)C2C(=C(P(C3C=CC=CC=3)C3C=CC=CC=3)C=CC=2)OC2C(P(C3C=CC=CC=3)C3C=CC=CC=3)=CC=CC1=2.CCN(C(C)C)C(C)C, predict the reaction product. The product is: [F:25][C:3]1[C:2]([S:35][CH:32]2[CH2:33][CH2:34][N:29]([CH:26]([CH3:28])[CH3:27])[CH2:30][CH2:31]2)=[CH:24][C:6]2[C:7]3[N:11]([CH:10]=[C:9]([C:15]4[N:16]([CH:21]([CH3:23])[CH3:22])[N:17]=[C:18]([CH3:20])[N:19]=4)[N:8]=3)[CH2:12][CH2:13][O:14][C:5]=2[CH:4]=1. (3) Given the reactants Cl[CH2:2][C:3]1[N:7]([CH2:8][C:9]([O:11][CH2:12][CH3:13])=[O:10])[N:6]=[C:5]([N+:14]([O-:16])=[O:15])[CH:4]=1.[CH3:17][CH:18]([NH2:20])[CH3:19], predict the reaction product. The product is: [CH:18]([NH:20][CH2:2][C:3]1[N:7]([CH2:8][C:9]([O:11][CH2:12][CH3:13])=[O:10])[N:6]=[C:5]([N+:14]([O-:16])=[O:15])[CH:4]=1)([CH3:19])[CH3:17]. (4) Given the reactants C(=O)([O-])[O-].[Cs+].[Cs+].[CH3:7][O:8][C:9](=[O:28])[C:10]([N:16]1[CH2:18][CH:17]1[C:19]1[CH:27]=[CH:26][C:22]2[O:23][CH2:24][O:25][C:21]=2[CH:20]=1)=[CH:11][C:12]([O:14][CH3:15])=[O:13], predict the reaction product. The product is: [CH3:7][O:8][C:9]([C:10]1[NH:16][CH:18]=[C:17]([C:19]2[CH:27]=[CH:26][C:22]3[O:23][CH2:24][O:25][C:21]=3[CH:20]=2)[C:11]=1[C:12]([O:14][CH3:15])=[O:13])=[O:28]. (5) Given the reactants [N:1]1[CH:6]=[CH:5][CH:4]=[C:3]([NH:7][C:8](=[O:15])OCC(Cl)(Cl)Cl)[N:2]=1.[F:16][C:17]1[CH:22]=[C:21]([F:23])[CH:20]=[CH:19][C:18]=1[C:24]1[CH:29]=[CH:28][N:27]=[C:26]([N:30]2[CH2:35][CH2:34][NH:33][CH2:32][CH2:31]2)[N:25]=1, predict the reaction product. The product is: [F:16][C:17]1[CH:22]=[C:21]([F:23])[CH:20]=[CH:19][C:18]=1[C:24]1[CH:29]=[CH:28][N:27]=[C:26]([N:30]2[CH2:31][CH2:32][N:33]([C:8]([NH:7][C:3]3[N:2]=[N:1][CH:6]=[CH:5][CH:4]=3)=[O:15])[CH2:34][CH2:35]2)[N:25]=1. (6) Given the reactants CN1CCN(C2C=CC(NC3C4N(N=CN=4)C(C4C=C(C(N)=O)SC=4)=CN=3)=CC=2)CC1.[C:32]([O:36][C:37](=[O:61])[N:38]([C:51]1[C:52]2[N:53]([N:58]=[CH:59][N:60]=2)[C:54](Br)=[CH:55][N:56]=1)[C:39]1[CH:44]=[CH:43][C:42]([N:45]2[CH2:50][CH2:49][O:48][CH2:47][CH2:46]2)=[CH:41][CH:40]=1)([CH3:35])([CH3:34])[CH3:33].[O:62]=[S:63]1(=[O:82])[C:67]2[CH:68]=[C:69](B3OC(C)(C)C(C)(C)O3)[CH:70]=[CH:71][C:66]=2[C:65](=[O:81])[NH:64]1.C([O-])([O-])=O.[Na+].[Na+], predict the reaction product. The product is: [C:32]([O:36][C:37](=[O:61])[N:38]([C:39]1[CH:44]=[CH:43][C:42]([N:45]2[CH2:50][CH2:49][O:48][CH2:47][CH2:46]2)=[CH:41][CH:40]=1)[C:51]1[C:52]2[N:53]([N:58]=[CH:59][N:60]=2)[C:54]([C:69]2[CH:70]=[CH:71][C:66]3[C:65](=[O:81])[NH:64][S:63](=[O:62])(=[O:82])[C:67]=3[CH:68]=2)=[CH:55][N:56]=1)([CH3:35])([CH3:34])[CH3:33]. (7) Given the reactants [CH2:1]([Mg]Br)[CH:2]=[CH2:3].[S:6]1(=[O:14])(=[O:13])[CH2:11][CH2:10][C:9](=[O:12])[CH2:8][CH2:7]1, predict the reaction product. The product is: [CH2:3]([C:9]1([OH:12])[CH2:10][CH2:11][S:6](=[O:14])(=[O:13])[CH2:7][CH2:8]1)[CH:2]=[CH2:1]. (8) Given the reactants Cl.[C:2]([O:6][C:7]([N:9]1[CH2:13][CH2:12][CH2:11][CH:10]1[C:14]1[CH:18]=[C:17]([CH2:19][CH:20]([NH2:26])[C:21]([O:23][CH2:24][CH3:25])=[O:22])[O:16][N:15]=1)=[O:8])([CH3:5])([CH3:4])[CH3:3].[Cl:27][C:28]1[CH:36]=[CH:35][CH:34]=[C:33]([Cl:37])[C:29]=1[C:30](Cl)=[O:31], predict the reaction product. The product is: [C:2]([O:6][C:7]([N:9]1[CH2:13][CH2:12][CH2:11][CH:10]1[C:14]1[CH:18]=[C:17]([CH2:19][CH:20]([NH:26][C:30](=[O:31])[C:29]2[C:28]([Cl:27])=[CH:36][CH:35]=[CH:34][C:33]=2[Cl:37])[C:21]([O:23][CH2:24][CH3:25])=[O:22])[O:16][N:15]=1)=[O:8])([CH3:4])([CH3:5])[CH3:3]. (9) Given the reactants [CH3:1][O:2][C:3]1[CH:13]=[CH:12][C:6]([CH:7]=[CH:8][C:9]([OH:11])=O)=[CH:5][CH:4]=1.S(Cl)(Cl)=O.[NH2:18][C:19]1[S:23][C:22]([C:24]2[CH:29]=[CH:28][C:27]([Cl:30])=[CH:26][C:25]=2[O:31][CH3:32])=[N:21][C:20]=1[CH3:33], predict the reaction product. The product is: [Cl:30][C:27]1[CH:28]=[CH:29][C:24]([C:22]2[S:23][C:19]([NH:18][C:9](=[O:11])[CH:8]=[CH:7][C:6]3[CH:5]=[CH:4][C:3]([O:2][CH3:1])=[CH:13][CH:12]=3)=[C:20]([CH3:33])[N:21]=2)=[C:25]([O:31][CH3:32])[CH:26]=1. (10) Given the reactants [Si:1]([O:8][C:9]1[CH:18]=[CH:17][C:16]2[NH:15][C:14](=[O:19])[C:13]3[S:20][CH:21]=[CH:22][C:12]=3[C:11]=2[CH:10]=1)([C:4]([CH3:7])([CH3:6])[CH3:5])([CH3:3])[CH3:2].[Br:23]N1C(=O)CCC1=O, predict the reaction product. The product is: [Br:23][C:10]1[C:11]2[C:12]3[CH:22]=[CH:21][S:20][C:13]=3[C:14](=[O:19])[NH:15][C:16]=2[CH:17]=[CH:18][C:9]=1[O:8][Si:1]([C:4]([CH3:7])([CH3:5])[CH3:6])([CH3:3])[CH3:2].